From a dataset of Reaction yield outcomes from USPTO patents with 853,638 reactions. Predict the reaction yield, written as a fraction of the theoretical maximum amount of product (1.0 means a 100% yield; for example, 0.34 means a 34% yield). The reactants are C([Sn](CCCC)(CCCC)[C:6]1[CH:7]=[N:8][CH:9]=[CH:10][CH:11]=1)CCC.Br[C:21]1[C:22]([CH:27]=[O:28])=[N:23][CH:24]=[CH:25][CH:26]=1. The catalyst is C1(C)C=CC=CC=1.CCOC(C)=O.C1C=CC([P]([Pd]([P](C2C=CC=CC=2)(C2C=CC=CC=2)C2C=CC=CC=2)([P](C2C=CC=CC=2)(C2C=CC=CC=2)C2C=CC=CC=2)[P](C2C=CC=CC=2)(C2C=CC=CC=2)C2C=CC=CC=2)(C2C=CC=CC=2)C2C=CC=CC=2)=CC=1. The product is [N:23]1[CH:24]=[CH:25][CH:26]=[C:21]([C:6]2[CH:7]=[N:8][CH:9]=[CH:10][CH:11]=2)[C:22]=1[CH:27]=[O:28]. The yield is 0.290.